From a dataset of Peptide-MHC class II binding affinity with 134,281 pairs from IEDB. Regression. Given a peptide amino acid sequence and an MHC pseudo amino acid sequence, predict their binding affinity value. This is MHC class II binding data. (1) The peptide sequence is KYTATISGLKPGVDY. The MHC is DRB1_1602 with pseudo-sequence DRB1_1602. The binding affinity (normalized) is 0.402. (2) The MHC is DRB1_0405 with pseudo-sequence DRB1_0405. The binding affinity (normalized) is 0.252. The peptide sequence is TANVPPADKYKTLEA. (3) The peptide sequence is FLNFLEANGLNAIDF. The MHC is HLA-DQA10201-DQB10202 with pseudo-sequence HLA-DQA10201-DQB10202. The binding affinity (normalized) is 0.338. (4) The peptide sequence is EKIEENGSMRVFVDVI. The MHC is DRB1_0401 with pseudo-sequence DRB1_0401. The binding affinity (normalized) is 0.302. (5) The peptide sequence is GAAMVEIALGGVMGG. The MHC is HLA-DQA10201-DQB10303 with pseudo-sequence HLA-DQA10201-DQB10303. The binding affinity (normalized) is 0.464. (6) The peptide sequence is AAFTSSSKAATAKAP. The MHC is HLA-DQA10101-DQB10501 with pseudo-sequence HLA-DQA10101-DQB10501. The binding affinity (normalized) is 0. (7) The peptide sequence is KFGVAKKANVYAVKV. The MHC is DRB1_0301 with pseudo-sequence DRB1_0301. The binding affinity (normalized) is 0.156.